Dataset: Reaction yield outcomes from USPTO patents with 853,638 reactions. Task: Predict the reaction yield, written as a fraction of the theoretical maximum amount of product (1.0 means a 100% yield; for example, 0.34 means a 34% yield). The reactants are [NH2:1][CH:2]1[C:8]2[CH:9]=[CH:10][CH:11]=[CH:12][C:7]=2[CH2:6][CH2:5][N:4]([CH3:13])[C:3]1=[O:14].[C:15]([OH:25])(=[O:24])[C@@H:16]([C:18]1[CH:23]=[CH:22][CH:21]=[CH:20][CH:19]=1)[OH:17].NC1C2C=CC=CC=2CCN(C)C1=O.C(OC(C)C)(=O)C. The catalyst is C(OC(C)C)(=O)C.C(O)(C)C.[N+](C1C=C(C=O)C(O)=CC=1)([O-])=O. The product is [C:15]([OH:25])(=[O:24])[C@@H:16]([C:18]1[CH:23]=[CH:22][CH:21]=[CH:20][CH:19]=1)[OH:17].[NH2:1][C@H:2]1[C:8]2[CH:9]=[CH:10][CH:11]=[CH:12][C:7]=2[CH2:6][CH2:5][N:4]([CH3:13])[C:3]1=[O:14]. The yield is 0.829.